This data is from Full USPTO retrosynthesis dataset with 1.9M reactions from patents (1976-2016). The task is: Predict the reactants needed to synthesize the given product. (1) Given the product [Cl:1][C:2]1[N:3]=[CH:4][C:5]([O:8][CH2:10][C:11]([CH3:20])([CH3:19])[C:12]([O:14][C:15]([CH3:18])([CH3:17])[CH3:16])=[O:13])=[N:6][CH:7]=1, predict the reactants needed to synthesize it. The reactants are: [Cl:1][C:2]1[N:3]=[CH:4][C:5]([OH:8])=[N:6][CH:7]=1.O[CH2:10][C:11]([CH3:20])([CH3:19])[C:12]([O:14][C:15]([CH3:18])([CH3:17])[CH3:16])=[O:13]. (2) Given the product [O:40]1[C:36]2[CH:35]=[CH:34][C:33]([C:2]3[N:7]4[N:8]=[C:9]([CH3:11])[CH:10]=[C:6]4[N:5]=[C:4]([NH:12][C:13](=[O:24])[C:14]4[CH:19]=[CH:18][C:17]([C:20]([OH:23])([CH3:22])[CH3:21])=[CH:16][CH:15]=4)[CH:3]=3)=[CH:41][C:37]=2[CH:38]=[CH:39]1, predict the reactants needed to synthesize it. The reactants are: Cl[C:2]1[N:7]2[N:8]=[C:9]([CH3:11])[CH:10]=[C:6]2[N:5]=[C:4]([NH:12][C:13](=[O:24])[C:14]2[CH:19]=[CH:18][C:17]([C:20]([OH:23])([CH3:22])[CH3:21])=[CH:16][CH:15]=2)[CH:3]=1.CC1(C)C(C)(C)OB([C:33]2[CH:34]=[CH:35][C:36]3[O:40][CH:39]=[CH:38][C:37]=3[CH:41]=2)O1.O1CCOCC1. (3) Given the product [F:1][C:2]1[CH:7]=[CH:6][C:5]([C@H:8]2[C@H:17]3[CH2:18][CH2:19][NH:20][C@H:16]3[C:15]3[CH:14]=[CH:13][CH:12]=[CH:11][C:10]=3[NH:9]2)=[CH:4][CH:3]=1, predict the reactants needed to synthesize it. The reactants are: [F:1][C:2]1[CH:7]=[CH:6][C:5]([CH:8]2[CH:17]3[CH2:18][CH2:19][N:20](C([O-])=O)[CH:16]3[C:15]3[CH:14]=[CH:13][CH:12]=[CH:11][C:10]=3[NH:9]2)=[CH:4][CH:3]=1. (4) Given the product [CH:17]([C:20]1[C:28]2[C:27](=[O:29])[NH:26][C:25]([C:30]([NH:94][CH2:93][C:89]3[CH:90]=[CH:91][CH:92]=[C:87]([O:86][CH2:85][CH2:84][O:83][C:80]4[N:81]=[CH:82][NH:78][N:79]=4)[CH:88]=3)=[O:32])=[N:24][C:23]=2[S:22][CH:21]=1)([CH3:18])[CH3:19], predict the reactants needed to synthesize it. The reactants are: O=C1C2C(=CC=CC=2)N=C(C(OCC)=O)N1.[CH:17]([C:20]1[C:28]2[C:27](=[O:29])[NH:26][C:25]([C:30]([O:32]CC)=O)=[N:24][C:23]=2[S:22][CH:21]=1)([CH3:19])[CH3:18].C1(C(C2C=CC=CC=2)(C2C=CC=CC=2)N2C=NC(CCCOC3C=C(CN)C=CN=3)=N2)C=CC=CC=1.C1(C(C2C=CC=CC=2)(C2C=CC=CC=2)[N:78]2[CH:82]=[N:81][C:80]([O:83][CH2:84][CH2:85][O:86][C:87]3[CH:88]=[C:89]([CH2:93][NH2:94])[CH:90]=[CH:91][CH:92]=3)=[N:79]2)C=CC=CC=1. (5) Given the product [Cl:41][C:36]1[CH:35]=[C:34]([N:33]2[C:29]([C:4]3[C:5]([C:8]4[CH:13]=[CH:12][C:11]([N:14]5[CH2:19][CH2:18][NH:17][CH2:16][CH2:15]5)=[CH:10][C:9]=4[O:27][CH3:28])=[CH:6][N:7]=[C:2]([NH2:1])[CH:3]=3)=[CH:30][CH:31]=[N:32]2)[CH:39]=[CH:38][C:37]=1[F:40], predict the reactants needed to synthesize it. The reactants are: [NH2:1][C:2]1[N:7]=[CH:6][C:5]([C:8]2[CH:13]=[CH:12][C:11]([N:14]3[CH2:19][CH2:18][N:17](C(OC(C)(C)C)=O)[CH2:16][CH2:15]3)=[CH:10][C:9]=2[O:27][CH3:28])=[C:4]([C:29]2[N:33]([C:34]3[CH:39]=[CH:38][C:37]([F:40])=[C:36]([Cl:41])[CH:35]=3)[N:32]=[CH:31][CH:30]=2)[CH:3]=1.FC(F)(F)C([O-])=O.[OH-].[Na+]. (6) The reactants are: [Cl:1][C:2]1[CH:9]=[C:8](F)[CH:7]=[CH:6][C:3]=1C#N.[Br:11][C:12]1[CH:17]=[CH:16][C:15]([OH:18])=[CH:14][C:13]=1[CH:19]1[O:23][CH2:22][CH2:21][O:20]1.C(=O)([O-])[O-].[K+].[K+].C(OCC)(=O)C.O.C[N:38]([CH3:41])C=O. Given the product [Br:11][C:12]1[CH:17]=[CH:16][C:15]([O:18][C:3]2[CH:6]=[CH:7][C:8]([C:41]#[N:38])=[CH:9][C:2]=2[Cl:1])=[CH:14][C:13]=1[CH:19]1[O:20][CH2:21][CH2:22][O:23]1, predict the reactants needed to synthesize it. (7) The reactants are: O=[C:2]1[C@H:6]([CH2:7][NH:8][C:9]([O:11][CH2:12][C:13]2[CH:18]=[CH:17][CH:16]=[CH:15][CH:14]=2)=[O:10])[CH2:5][N:4]([C:19]([O:21][C:22]([CH3:25])([CH3:24])[CH3:23])=[O:20])[CH2:3]1.Cl.[NH2:27][OH:28].C([O-])(=O)C.[Na+]. Given the product [OH:28]/[N:27]=[C:2]1\[CH2:3][N:4]([C:19]([O:21][C:22]([CH3:25])([CH3:24])[CH3:23])=[O:20])[CH2:5][C@H:6]\1[CH2:7][NH:8][C:9]([O:11][CH2:12][C:13]1[CH:18]=[CH:17][CH:16]=[CH:15][CH:14]=1)=[O:10], predict the reactants needed to synthesize it. (8) Given the product [F:35][C:2]([F:1])([F:34])[C:3]1[CH:4]=[C:5]([C@H:13]([O:15][C@H:16]2[CH2:21][CH2:20][N:19]([C:22](=[O:27])[CH2:23][CH2:24][C:25]3[NH:37][C:38](=[O:41])[O:39][N:26]=3)[CH2:18][C@H:17]2[C:28]2[CH:29]=[CH:30][CH:31]=[CH:32][CH:33]=2)[CH3:14])[CH:6]=[C:7]([C:9]([F:11])([F:12])[F:10])[CH:8]=1, predict the reactants needed to synthesize it. The reactants are: [F:1][C:2]([F:35])([F:34])[C:3]1[CH:4]=[C:5]([C@H:13]([O:15][C@H:16]2[CH2:21][CH2:20][N:19]([C:22](=[O:27])[CH2:23][CH2:24][C:25]#[N:26])[CH2:18][C@H:17]2[C:28]2[CH:33]=[CH:32][CH:31]=[CH:30][CH:29]=2)[CH3:14])[CH:6]=[C:7]([C:9]([F:12])([F:11])[F:10])[CH:8]=1.O[NH2:37].[C:38](=[O:41])([O-])[OH:39].[Na+].O. (9) Given the product [C:1]([C:3]1[CH:4]=[C:5]([C:13]2[O:17][N:16]=[C:15]([C:18]3[CH:32]=[CH:31][C:21]4[CH2:22][CH2:23][N:24]([CH2:27][C:28]([NH:64][C@@H:62]([CH3:63])[CH2:61][O:60][Si:59]([C:56]([CH3:58])([CH3:57])[CH3:55])([CH3:65])[CH3:66])=[O:30])[CH2:25][CH2:26][C:20]=4[CH:19]=3)[N:14]=2)[CH:6]=[CH:7][C:8]=1[O:9][CH:10]([CH3:12])[CH3:11])#[N:2], predict the reactants needed to synthesize it. The reactants are: [C:1]([C:3]1[CH:4]=[C:5]([C:13]2[O:17][N:16]=[C:15]([C:18]3[CH:32]=[CH:31][C:21]4[CH2:22][CH2:23][N:24]([CH2:27][C:28]([OH:30])=O)[CH2:25][CH2:26][C:20]=4[CH:19]=3)[N:14]=2)[CH:6]=[CH:7][C:8]=1[O:9][CH:10]([CH3:12])[CH3:11])#[N:2].C(Cl)CCl.C(N1CCOCC1)C.C1C=CC2N(O)N=NC=2C=1.[CH3:55][C:56]([Si:59]([CH3:66])([CH3:65])[O:60][CH2:61][C@@H:62]([NH2:64])[CH3:63])([CH3:58])[CH3:57]. (10) Given the product [Cl:1][C:2]1[CH:10]=[CH:9][C:8]([C:11]2[C:16]([C@@H:17]([NH:27][C:28](=[O:33])[C:29]([F:31])([F:30])[F:32])[CH2:18][C:19]3[CH:20]=[C:21]([F:26])[CH:22]=[C:23]([F:25])[CH:24]=3)=[N:15][C:14]([C:34]#[C:35][C:36]3([OH:41])[CH2:59][C:60]([F:63])([F:62])[CH2:49]3)=[CH:13][CH:12]=2)=[C:7]2[C:3]=1[C:4]([NH:51][S:52]([CH3:55])(=[O:53])=[O:54])=[N:5][N:6]2[CH3:50], predict the reactants needed to synthesize it. The reactants are: [Cl:1][C:2]1[CH:10]=[CH:9][C:8]([C:11]2[CH:12]=[CH:13][C:14]([C:34]#[C:35][C@@:36]3([CH3:49])[O:41]CCN(C(OC(C)(C)C)=O)C3)=[N:15][C:16]=2[C@@H:17]([NH:27][C:28](=[O:33])[C:29]([F:32])([F:31])[F:30])[CH2:18][C:19]2[CH:24]=[C:23]([F:25])[CH:22]=[C:21]([F:26])[CH:20]=2)=[C:7]2[C:3]=1[C:4]([NH:51][S:52]([CH3:55])(=[O:54])=[O:53])=[N:5][N:6]2[CH3:50].C(C1(O)C[C:60]([F:63])([F:62])[CH2:59]1)#C.